Dataset: Full USPTO retrosynthesis dataset with 1.9M reactions from patents (1976-2016). Task: Predict the reactants needed to synthesize the given product. Given the product [CH3:1][N:2]([CH3:34])[CH2:3][CH2:4][CH2:5][O:6][C:7]1[CH:12]=[CH:11][C:10]([C:13]2[NH:14][C:15]([C:28]3[CH:33]=[CH:32][N:31]=[CH:30][CH:29]=3)=[C:16]([C:18]3[CH:19]=[C:20]4[C:24](=[CH:25][CH:26]=3)[C:23](=[N:35][OH:36])[CH2:22][CH2:21]4)[N:17]=2)=[CH:9][CH:8]=1, predict the reactants needed to synthesize it. The reactants are: [CH3:1][N:2]([CH3:34])[CH2:3][CH2:4][CH2:5][O:6][C:7]1[CH:12]=[CH:11][C:10]([C:13]2[NH:14][C:15]([C:28]3[CH:33]=[CH:32][N:31]=[CH:30][CH:29]=3)=[C:16]([C:18]3[CH:19]=[C:20]4[C:24](=[CH:25][CH:26]=3)[C:23](=O)[CH2:22][CH2:21]4)[N:17]=2)=[CH:9][CH:8]=1.[NH2:35][OH:36].